Task: Predict the product of the given reaction.. Dataset: Forward reaction prediction with 1.9M reactions from USPTO patents (1976-2016) (1) Given the reactants [C:1]([OH:20])(=[O:19])[CH2:2][CH2:3][CH2:4][CH2:5][CH2:6][CH2:7][CH2:8]/[CH:9]=[CH:10]\[CH2:11]/[CH:12]=[CH:13]\[CH2:14][CH2:15][CH2:16][CH2:17][CH3:18].[CH3:21][CH:22]([CH2:24][CH2:25][CH2:26][C@H:27]([C@@H:29]1[C@:47]2([CH3:48])[C@H:32]([C@H:33]3[C@H:44]([CH2:45][CH2:46]2)[C@:42]2([CH3:43])[C:36]([CH2:37][C@H:38]([CH2:40][CH2:41]2)O)=[CH:35][CH2:34]3)[CH2:31][CH2:30]1)[CH3:28])[CH3:23].OS(O)(=O)=O, predict the reaction product. The product is: [CH3:18][CH2:17][CH2:16][CH2:15][CH2:14]/[CH:13]=[CH:12]\[CH2:11]/[CH:10]=[CH:9]\[CH2:8][CH2:7][CH2:6][CH2:5][CH2:4][CH2:3][CH2:2][C:1]([O:20][C@@H:38]1[CH2:37][C:36]2[C@@:42]([CH3:43])([C@@H:44]3[C@@H:33]([CH2:34][CH:35]=2)[C@@H:32]2[CH2:31][CH2:30][C@H:29]([C@@H:27]([CH2:26][CH2:25][CH2:24][CH:22]([CH3:21])[CH3:23])[CH3:28])[C@@:47]2([CH3:48])[CH2:46][CH2:45]3)[CH2:41][CH2:40]1)=[O:19]. (2) Given the reactants [N+:1]([C:4]1[CH:5]=[C:6]([CH:19]=[CH:20][C:21]=1[N+:22]([O-])=O)[NH:7][C:8](=[O:18])[C:9]1[CH:14]=[CH:13][C:12]([N:15]([CH3:17])[CH3:16])=[CH:11][CH:10]=1)([O-])=O.[N:25]1[O:29][N:28]=[C:27]2[CH:30]=[C:31]([CH:34]=O)[CH:32]=[CH:33][C:26]=12, predict the reaction product. The product is: [N:25]1[O:29][N:28]=[C:27]2[CH:30]=[C:31]([C:34]3[NH:22][C:21]4[CH:20]=[CH:19][C:6]([NH:7][C:8](=[O:18])[C:9]5[CH:10]=[CH:11][C:12]([N:15]([CH3:16])[CH3:17])=[CH:13][CH:14]=5)=[CH:5][C:4]=4[N:1]=3)[CH:32]=[CH:33][C:26]=12. (3) Given the reactants [CH2:1]([O:8][C:9]([N:11]1[CH2:17][CH2:16][CH2:15][CH:14]([NH:18][C:19](=[O:35])[C@@H:20]([NH:27][C:28]([C:30]2[O:31][CH:32]=[CH:33][CH:34]=2)=[O:29])[CH2:21][CH:22]2[CH2:26][CH2:25][CH2:24][CH2:23]2)[CH:13]([OH:36])[CH2:12]1)=[O:10])[C:2]1[CH:7]=[CH:6][CH:5]=[CH:4][CH:3]=1.CC(OI1(OC(C)=O)(OC(C)=O)OC(=O)C2C=CC=CC1=2)=O, predict the reaction product. The product is: [CH2:1]([O:8][C:9]([N:11]1[CH2:17][CH2:16][CH2:15][CH:14]([NH:18][C:19](=[O:35])[C@@H:20]([NH:27][C:28]([C:30]2[O:31][CH:32]=[CH:33][CH:34]=2)=[O:29])[CH2:21][CH:22]2[CH2:26][CH2:25][CH2:24][CH2:23]2)[C:13](=[O:36])[CH2:12]1)=[O:10])[C:2]1[CH:7]=[CH:6][CH:5]=[CH:4][CH:3]=1. (4) Given the reactants [CH2:1]([O:3][C:4]([CH:6]1[CH2:11][CH2:10][NH:9][CH2:8][CH2:7]1)=[O:5])[CH3:2].[N+:12]([C:15]1[CH:16]=[C:17](B(O)O)[CH:18]=[CH:19][CH:20]=1)([O-:14])=[O:13].N1C=CC=CC=1.C(O)(=O)CC(CC(O)=O)(C(O)=O)O, predict the reaction product. The product is: [CH2:1]([O:3][C:4]([CH:6]1[CH2:11][CH2:10][N:9]([C:19]2[CH:18]=[CH:17][CH:16]=[C:15]([N+:12]([O-:14])=[O:13])[CH:20]=2)[CH2:8][CH2:7]1)=[O:5])[CH3:2]. (5) The product is: [F:11][C:8]1[CH:7]=[CH:6][C:5]([CH:3]([OH:4])[CH:2]([NH:1][C:34]([C:23]2[CH:24]=[CH:25][CH:26]=[C:27]3[CH2:33][CH2:32][CH2:31][CH:30]=[CH:29][C:28]=23)=[O:35])[CH2:12][C:13]2[CH:18]=[CH:17][CH:16]=[C:15]([O:19][CH:20]([CH3:22])[CH3:21])[CH:14]=2)=[CH:10][CH:9]=1. Given the reactants [NH2:1][CH:2]([CH2:12][C:13]1[CH:18]=[CH:17][CH:16]=[C:15]([O:19][CH:20]([CH3:22])[CH3:21])[CH:14]=1)[CH:3]([C:5]1[CH:10]=[CH:9][C:8]([F:11])=[CH:7][CH:6]=1)[OH:4].[C:23]1([C:34](O)=[O:35])[CH:24]=[CH:25][CH:26]=[C:27]2[CH2:33][CH2:32][CH2:31][CH:30]=[CH:29][C:28]=12.Cl.C(N=C=NCCCN(C)C)C.O.ON1C2C=CC=CC=2N=N1, predict the reaction product. (6) The product is: [Cl:1][C:2]1[N:7]=[CH:6][C:5]([NH:8][C:9]2[C:14]([C:15]3[N:20]=[C:19]([CH3:21])[N:18]=[C:17]([NH2:22])[N:16]=3)=[CH:13][C:12]([C@H:41]([N:43]3[CH2:48][CH2:47][N:46]([S:49]([CH3:52])(=[O:50])=[O:51])[CH2:45][CH2:44]3)[CH3:42])=[CH:11][N:10]=2)=[CH:4][CH:3]=1. Given the reactants [Cl:1][C:2]1[N:7]=[CH:6][C:5]([NH:8][C:9]2[C:14]([C:15]3[N:20]=[C:19]([CH3:21])[N:18]=[C:17]([N:22](CC4C=CC(OC)=CC=4)CC4C=CC(OC)=CC=4)[N:16]=3)=[CH:13][C:12]([C@H:41]([N:43]3[CH2:48][CH2:47][N:46]([S:49]([CH3:52])(=[O:51])=[O:50])[CH2:45][CH2:44]3)[CH3:42])=[CH:11][N:10]=2)=[CH:4][CH:3]=1.FC(F)(F)S(O)(=O)=O, predict the reaction product.